The task is: Predict the product of the given reaction.. This data is from Forward reaction prediction with 1.9M reactions from USPTO patents (1976-2016). (1) Given the reactants C[O:2][C:3](=O)[CH:4]([NH:16][S:17]([C:20]1[S:21][C:22]([Cl:25])=[CH:23][CH:24]=1)(=[O:19])=[O:18])[CH:5]([C:10]1[CH:15]=[CH:14][CH:13]=[CH:12][CH:11]=1)[C:6]([F:9])([F:8])[F:7].[Li+].[BH4-].Cl, predict the reaction product. The product is: [Cl:25][C:22]1[S:21][C:20]([S:17]([NH:16][CH:4]([CH2:3][OH:2])[CH:5]([C:10]2[CH:11]=[CH:12][CH:13]=[CH:14][CH:15]=2)[C:6]([F:8])([F:7])[F:9])(=[O:19])=[O:18])=[CH:24][CH:23]=1. (2) Given the reactants I[C:2]1[CH:3]=[C:4]([C:9]2[CH:14]=[CH:13][CH:12]=[C:11]([C:15]([F:18])([F:17])[F:16])[CH:10]=2)[CH:5]=[CH:6][C:7]=1[OH:8].[N+:19]([C:22]1[C:26](B2OC(C)(C)C(C)(C)O2)=[CH:25][N:24]([CH:36]2[CH2:41][CH2:40][CH2:39][CH2:38][O:37]2)[N:23]=1)([O-:21])=[O:20].[F-].[K+], predict the reaction product. The product is: [N+:19]([C:22]1[C:26]([C:2]2[CH:3]=[C:4]([C:9]3[CH:14]=[CH:13][CH:12]=[C:11]([C:15]([F:18])([F:17])[F:16])[CH:10]=3)[CH:5]=[CH:6][C:7]=2[OH:8])=[CH:25][N:24]([CH:36]2[CH2:41][CH2:40][CH2:39][CH2:38][O:37]2)[N:23]=1)([O-:21])=[O:20]. (3) Given the reactants Cl.[O:2]1[C:6]2[CH:7]=[CH:8][CH:9]=[C:10]([CH:11]3[CH2:16][CH2:15][N:14]([CH2:17][CH2:18][C@H:19]4[CH2:24][CH2:23][C@H:22]([NH2:25])[CH2:21][CH2:20]4)[CH2:13][CH2:12]3)[C:5]=2[O:4][CH2:3]1.[CH3:26][S:27]([CH2:30][C:31](O)=[O:32])(=[O:29])=[O:28], predict the reaction product. The product is: [O:2]1[C:6]2[CH:7]=[CH:8][CH:9]=[C:10]([CH:11]3[CH2:16][CH2:15][N:14]([CH2:17][CH2:18][C@H:19]4[CH2:20][CH2:21][C@H:22]([NH:25][C:31](=[O:32])[CH2:30][S:27]([CH3:26])(=[O:29])=[O:28])[CH2:23][CH2:24]4)[CH2:13][CH2:12]3)[C:5]=2[O:4][CH2:3]1. (4) The product is: [C:33]([C:2]1[CH:3]=[CH:4][C:5]([F:31])=[C:6]([C@:8]23[CH2:9][O:10][C@@H:11]([CH:16]4[CH2:18][CH2:17]4)[CH2:12][C@H:13]2[CH2:14][S:21][C:20]([NH:22][C:23](=[O:30])[C:24]2[CH:29]=[CH:28][CH:27]=[CH:26][CH:25]=2)=[N:19]3)[CH:7]=1)#[N:32]. Given the reactants Br[C:2]1[CH:3]=[CH:4][C:5]([F:31])=[C:6]([C@@:8]2([NH:19][C:20]([NH:22][C:23](=[O:30])[C:24]3[CH:29]=[CH:28][CH:27]=[CH:26][CH:25]=3)=[S:21])[C@H:13]([CH2:14]O)[CH2:12][C@H:11]([CH:16]3[CH2:18][CH2:17]3)[O:10][CH2:9]2)[CH:7]=1.[N:32]1C=CC=C[CH:33]=1.FC(F)(F)S(OS(C(F)(F)F)(=O)=O)(=O)=O, predict the reaction product. (5) Given the reactants [OH:1][CH:2]1[CH2:7][CH2:6][N:5]([C:8]([O:10]C(C)(C)C)=O)[CH2:4][C:3]1([CH3:16])[CH3:15].F[C:18]1[CH:25]=[CH:24][C:23]([C:26]2[N:31]=[C:30]([NH:32][C:33]3[CH:38]=[CH:37][C:36]([N:39]4[CH2:44][CH2:43][N:42]([CH:45]5[CH2:48][O:47][CH2:46]5)[CH2:41][CH2:40]4)=[CH:35][CH:34]=3)[N:29]=[CH:28][N:27]=2)=[CH:22][C:19]=1[C:20]#[N:21].C(O)(=O)[CH2:50][OH:51], predict the reaction product. The product is: [OH:51][CH2:50][C:8]([N:5]1[CH2:6][CH2:7][CH:2]([O:1][C:18]2[CH:25]=[CH:24][C:23]([C:26]3[N:31]=[C:30]([NH:32][C:33]4[CH:38]=[CH:37][C:36]([N:39]5[CH2:44][CH2:43][N:42]([CH:45]6[CH2:48][O:47][CH2:46]6)[CH2:41][CH2:40]5)=[CH:35][CH:34]=4)[N:29]=[CH:28][N:27]=3)=[CH:22][C:19]=2[C:20]#[N:21])[C:3]([CH3:15])([CH3:16])[CH2:4]1)=[O:10].